This data is from Forward reaction prediction with 1.9M reactions from USPTO patents (1976-2016). The task is: Predict the product of the given reaction. (1) Given the reactants [NH2:1][C:2]1[C:3]([OH:16])=[C:4]([C:8]([N:10]2[CH2:15][CH2:14][O:13][CH2:12][CH2:11]2)=[O:9])[CH:5]=[CH:6][CH:7]=1.[CH3:17][O:18][C:19]1[C:20](=O)[C:21](=[O:25])[C:22]=1[O:23]C, predict the reaction product. The product is: [OH:16][C:3]1[C:4]([C:8]([N:10]2[CH2:11][CH2:12][O:13][CH2:14][CH2:15]2)=[O:9])=[CH:5][CH:6]=[CH:7][C:2]=1[NH:1][C:20]1[C:21](=[O:25])[C:22](=[O:23])[C:19]=1[O:18][CH3:17]. (2) Given the reactants Br[C:2]1[CH:3]=[C:4]2[C:8](=[C:9]([F:11])[CH:10]=1)[NH:7][CH:6]=[CH:5]2.[CH2:12]([O:14][C:15](=[O:35])[CH:16]=[C:17](C1C=CC(OC)=C2C=1C=CN2)[C:18]1[CH:23]=[CH:22][CH:21]=[CH:20][CH:19]=1)[CH3:13], predict the reaction product. The product is: [CH2:12]([O:14][C:15](=[O:35])[CH:16]=[C:17]([C:2]1[CH:3]=[C:4]2[C:8](=[C:9]([F:11])[CH:10]=1)[NH:7][CH:6]=[CH:5]2)[C:18]1[CH:23]=[CH:22][CH:21]=[CH:20][CH:19]=1)[CH3:13]. (3) Given the reactants [Cl:1][C:2]1[CH:3]=[C:4]2[C:9](=[CH:10][CH:11]=1)[N:8]=[C:7]([N:12]1[CH2:17][CH2:16][NH:15][CH2:14][CH2:13]1)[N:6]=[C:5]2[NH:18][NH2:19].Cl.[N:21]([O-])=O.[Na+], predict the reaction product. The product is: [Cl:1][C:2]1[CH:11]=[CH:10][C:9]2[N:8]=[C:7]([N:12]3[CH2:17][CH2:16][NH:15][CH2:14][CH2:13]3)[N:6]3[N:21]=[N:19][N:18]=[C:5]3[C:4]=2[CH:3]=1. (4) Given the reactants [NH2:1][C:2]1[CH:3]=[N:4][CH:5]=[CH:6][C:7]=1[C@@H:8]1[O:17][C@H:16]([CH3:18])[C@@:15]2([OH:19])[C@H:10]([N:11](CC3C=CC=CC=3)[CH2:12][CH2:13][CH2:14]2)[CH2:9]1.[CH3:39][C:38]([O:37][C:35](O[C:35]([O:37][C:38]([CH3:41])([CH3:40])[CH3:39])=[O:36])=[O:36])([CH3:41])[CH3:40], predict the reaction product. The product is: [NH2:1][C:2]1[CH:3]=[N:4][CH:5]=[CH:6][C:7]=1[C@@H:8]1[O:17][C@H:16]([CH3:18])[C@@:15]2([OH:19])[C@H:10]([N:11]([C:35]([O:37][C:38]([CH3:39])([CH3:40])[CH3:41])=[O:36])[CH2:12][CH2:13][CH2:14]2)[CH2:9]1. (5) Given the reactants [C:1]1([CH2:7][CH2:8][CH2:9][CH:10]([NH:20][C:21]([CH:23]2[CH2:28][CH2:27][NH:26][CH2:25][CH2:24]2)=[O:22])[CH2:11][CH2:12][CH2:13][C:14]2[CH:19]=[CH:18][CH:17]=[CH:16][CH:15]=2)[CH:6]=[CH:5][CH:4]=[CH:3][CH:2]=1.[O:29]1[CH2:31][C@@H:30]1[CH2:32][O:33][C:34]1[CH:43]=[CH:42][CH:41]=[C:40]2[C:35]=1[CH:36]=[CH:37][CH:38]=[N:39]2, predict the reaction product. The product is: [C:1]1([CH2:7][CH2:8][CH2:9][CH:10]([NH:20][C:21]([CH:23]2[CH2:28][CH2:27][N:26]([CH2:31][C@@H:30]([OH:29])[CH2:32][O:33][C:34]3[CH:43]=[CH:42][CH:41]=[C:40]4[C:35]=3[CH:36]=[CH:37][CH:38]=[N:39]4)[CH2:25][CH2:24]2)=[O:22])[CH2:11][CH2:12][CH2:13][C:14]2[CH:19]=[CH:18][CH:17]=[CH:16][CH:15]=2)[CH:6]=[CH:5][CH:4]=[CH:3][CH:2]=1. (6) Given the reactants O[CH2:2][C:3]1[S:7][C:6]([C:8]2[NH:9][C:10]3[C:15]([CH:16]=2)=[CH:14][CH:13]=[CH:12][C:11]=3[N:17]([CH:26]([CH3:28])[CH3:27])[S:18]([C:21]2[S:22][CH:23]=[CH:24][CH:25]=2)(=[O:20])=[O:19])=[N:5][CH:4]=1.S(Cl)([Cl:31])=O.O1CCCC1, predict the reaction product. The product is: [Cl:31][CH2:2][C:3]1[S:7][C:6]([C:8]2[NH:9][C:10]3[C:15]([CH:16]=2)=[CH:14][CH:13]=[CH:12][C:11]=3[N:17]([CH:26]([CH3:28])[CH3:27])[S:18]([C:21]2[S:22][CH:23]=[CH:24][CH:25]=2)(=[O:20])=[O:19])=[N:5][CH:4]=1.